This data is from Reaction yield outcomes from USPTO patents with 853,638 reactions. The task is: Predict the reaction yield, written as a fraction of the theoretical maximum amount of product (1.0 means a 100% yield; for example, 0.34 means a 34% yield). The reactants are [N:1]12[CH2:8][CH2:7][C:4]([C:9]([C:16]3[S:17][CH:18]=[CH:19][CH:20]=3)([C:11]3[S:12][CH:13]=[CH:14][CH:15]=3)[OH:10])([CH2:5][CH2:6]1)[CH2:3][CH2:2]2.[C:21]1([O:27][CH2:28][CH2:29][Br:30])[CH:26]=[CH:25][CH:24]=[CH:23][CH:22]=1. The catalyst is C(Cl)(Cl)Cl. The product is [Br-:30].[OH:10][C:9]([C:16]1[S:17][CH:18]=[CH:19][CH:20]=1)([C:11]1[S:12][CH:13]=[CH:14][CH:15]=1)[C:4]12[CH2:5][CH2:6][N+:1]([CH2:29][CH2:28][O:27][C:21]3[CH:26]=[CH:25][CH:24]=[CH:23][CH:22]=3)([CH2:8][CH2:7]1)[CH2:2][CH2:3]2. The yield is 0.747.